This data is from Forward reaction prediction with 1.9M reactions from USPTO patents (1976-2016). The task is: Predict the product of the given reaction. (1) Given the reactants [C:1]([O:5][C:6]([N:8]1[CH2:12][C@@H:11]([NH:13]C(OCC[Si](C)(C)C)=O)[C@H:10]([CH2:23][NH:24][CH:25]([CH3:27])[CH3:26])[CH2:9]1)=[O:7])([CH3:4])([CH3:3])[CH3:2].[C:28]([NH:31][CH2:32][CH2:33][O:34][C:35]1[CH:36]=[C:37]([CH:41]=[CH:42][C:43]=1[O:44][CH3:45])[C:38](O)=[O:39])(=[O:30])[CH3:29].CCCCCC.CCOC(C)=O.CC#N.O, predict the reaction product. The product is: [C:1]([O:5][C:6]([N:8]1[CH2:12][C@@H:11]([NH2:13])[C@H:10]([CH2:23][N:24]([C:38](=[O:39])[C:37]2[CH:41]=[CH:42][C:43]([O:44][CH3:45])=[C:35]([O:34][CH2:33][CH2:32][NH:31][C:28](=[O:30])[CH3:29])[CH:36]=2)[CH:25]([CH3:26])[CH3:27])[CH2:9]1)=[O:7])([CH3:2])([CH3:3])[CH3:4]. (2) Given the reactants [F:1][C:2]1[CH:3]=[C:4]([C@H:8]2[CH2:12][C@@H:11]([OH:13])[CH2:10][N:9]2[C:14]2[CH:19]=[CH:18][N:17]3[N:20]=[CH:21][C:22]([C:23](O)=[O:24])=[C:16]3[N:15]=2)[CH:5]=[CH:6][CH:7]=1.[CH:26]1([NH2:29])[CH2:28][CH2:27]1, predict the reaction product. The product is: [CH:26]1([NH:29][C:23]([C:22]2[CH:21]=[N:20][N:17]3[CH:18]=[CH:19][C:14]([N:9]4[CH2:10][C@H:11]([OH:13])[CH2:12][C@@H:8]4[C:4]4[CH:5]=[CH:6][CH:7]=[C:2]([F:1])[CH:3]=4)=[N:15][C:16]=23)=[O:24])[CH2:28][CH2:27]1. (3) Given the reactants [Br:1][C:2]1[CH:7]=[CH:6][C:5]([OH:8])=[C:4]([N+:9]([O-:11])=[O:10])[CH:3]=1.[H-].[Na+].[CH3:14]I.O, predict the reaction product. The product is: [Br:1][C:2]1[CH:7]=[CH:6][C:5]([O:8][CH3:14])=[C:4]([N+:9]([O-:11])=[O:10])[CH:3]=1. (4) Given the reactants [CH2:1]([N:8]1[CH2:13][CH2:12][N:11]([C:14](=O)[CH2:15][CH2:16][C:17]2([C:23]3[CH:28]=[CH:27][C:26]([F:29])=[CH:25][CH:24]=3)[CH2:22][CH2:21][CH2:20][CH2:19][CH2:18]2)[CH2:10][CH2:9]1)[C:2]1[CH:7]=[CH:6][CH:5]=[CH:4][CH:3]=1.[Li].O.[OH-].[Na+], predict the reaction product. The product is: [CH2:1]([N:8]1[CH2:9][CH2:10][N:11]([CH2:14][CH2:15][CH2:16][C:17]2([C:23]3[CH:28]=[CH:27][C:26]([F:29])=[CH:25][CH:24]=3)[CH2:22][CH2:21][CH2:20][CH2:19][CH2:18]2)[CH2:12][CH2:13]1)[C:2]1[CH:3]=[CH:4][CH:5]=[CH:6][CH:7]=1. (5) Given the reactants [C:1]([Si:5]([CH3:27])([CH3:26])[O:6][C@@H:7]([C@H:12]1[CH2:16][O:15][C:14]([CH3:18])([CH3:17])[N:13]1[C:19]([O:21][C:22]([CH3:25])([CH3:24])[CH3:23])=[O:20])[C@@H:8]([CH3:11])[CH2:9]O)([CH3:4])([CH3:3])[CH3:2].CC(OC(/N=N/C(OC(C)C)=O)=O)C.C1C=CC(P(C2C=CC=CC=2)C2C=CC=CC=2)=CC=1.C1C=CC(P([N:75]=[N+:76]=[N-:77])(C2C=CC=CC=2)=O)=CC=1, predict the reaction product. The product is: [N:75]([CH2:9][C@H:8]([CH3:11])[C@H:7]([C@H:12]1[CH2:16][O:15][C:14]([CH3:18])([CH3:17])[N:13]1[C:19]([O:21][C:22]([CH3:25])([CH3:24])[CH3:23])=[O:20])[O:6][Si:5]([C:1]([CH3:4])([CH3:3])[CH3:2])([CH3:27])[CH3:26])=[N+:76]=[N-:77].